Dataset: CYP2C19 inhibition data for predicting drug metabolism from PubChem BioAssay. Task: Regression/Classification. Given a drug SMILES string, predict its absorption, distribution, metabolism, or excretion properties. Task type varies by dataset: regression for continuous measurements (e.g., permeability, clearance, half-life) or binary classification for categorical outcomes (e.g., BBB penetration, CYP inhibition). Dataset: cyp2c19_veith. (1) The drug is CO[C@@H]1COC(=O)[C@H](CCSC)NC(=O)C/C=C\[C@@H](C)COC(=O)[C@@H]2CCCN2C(=O)C/C=C\[C@H]1C. The result is 0 (non-inhibitor). (2) The drug is O=C1c2ccccc2C(=O)N1c1ccc(Cc2ccc(N3C(=O)c4ccccc4C3=O)cc2)cc1. The result is 0 (non-inhibitor). (3) The drug is CC(C)[C@@H]1NC(=O)[C@H](CCCCN)NC(=O)[C@H](Cc2c[nH]c3ccccc23)NC(=O)[C@H](Cc2ccc(O)cc2)NC(=O)[C@H](C)N(C)C(=O)[C@H](Cc2ccccc2)NC1=O. The result is 0 (non-inhibitor). (4) The drug is CO[C@@H]1COC(=O)[C@H](C)NC(=O)[C@@H](C)COC(=O)CCC[C@H]1C. The result is 0 (non-inhibitor). (5) The drug is COc1cccc([C@H]2Oc3ccc(OC)cc3/C(=N\OC[C@@H](O)[C@@H]3O[C@@H]4OC(C)(C)O[C@@H]4[C@H]3O)[C@@H]2O)c1. The result is 0 (non-inhibitor). (6) The result is 1 (inhibitor). The molecule is CC#CCOC(=O)c1c(C)nc2sc3c(c2c1N)CC[C@@H](O)C3. (7) The drug is COC(=O)C(CCSC)NC(=O)c1cccc([N+](=O)[O-])c1. The result is 1 (inhibitor). (8) The drug is C[C@H]1CC[C@@]2(NC1)O[C@@H]1C[C@H]3[C@@H]4CC=C5C[C@@H](O)CC[C@]5(C)[C@@H]4CC[C@]3(C)[C@@H]1[C@@H]2C. The result is 0 (non-inhibitor).